From a dataset of Full USPTO retrosynthesis dataset with 1.9M reactions from patents (1976-2016). Predict the reactants needed to synthesize the given product. (1) Given the product [CH3:42][O:43][C:27]1[CH:28]=[C:29]2[C:24](=[CH:25][C:26]=1[O:40][CH3:38])[N:23]=[C:22]([N:21]([CH2:20][C:11]1([C:14]3[CH:15]=[CH:16][CH:17]=[CH:18][CH:19]=3)[CH2:12][CH2:13][NH:8][CH2:9][CH2:10]1)[CH3:37])[N:31]=[C:30]2[NH2:32], predict the reactants needed to synthesize it. The reactants are: C([N:8]1[CH2:13][CH2:12][C:11]([CH2:20][N:21]([CH3:37])[C:22]2[N:31]=[C:30]([NH2:32])[C:29]3[C:24](=[CH:25][C:26](C=O)=[C:27](C=O)[CH:28]=3)[N:23]=2)([C:14]2[CH:19]=[CH:18][CH:17]=[CH:16][CH:15]=2)[CH2:10][CH2:9]1)C1C=CC=CC=1.[CH:38]([O-:40])=O.[NH4+].[CH3:42][OH:43]. (2) Given the product [CH3:19][C:16]1([CH3:20])[O:15][C:14]2[CH:21]=[C:22]3[C:11](=[CH:12][C:13]=2[CH2:18][O:17]1)[CH:10]=[CH:9][CH:8]=[C:7]3[C:25]#[N:26], predict the reactants needed to synthesize it. The reactants are: FC(F)(F)S(O[C:7]1[C:22]2[C:11](=[CH:12][C:13]3[CH2:18][O:17][C:16]([CH3:20])([CH3:19])[O:15][C:14]=3[CH:21]=2)[CH:10]=[CH:9][CH:8]=1)(=O)=O.[CH3:25][N:26](C=O)C.